This data is from Peptide-MHC class II binding affinity with 134,281 pairs from IEDB. The task is: Regression. Given a peptide amino acid sequence and an MHC pseudo amino acid sequence, predict their binding affinity value. This is MHC class II binding data. (1) The peptide sequence is ALSINELSNLAKGEK. The MHC is DRB1_0901 with pseudo-sequence DRB1_0901. The binding affinity (normalized) is 0.268. (2) The peptide sequence is FTSLEYIEAAKWLLP. The MHC is HLA-DPA10201-DPB10501 with pseudo-sequence HLA-DPA10201-DPB10501. The binding affinity (normalized) is 0.481. (3) The peptide sequence is GAFLVRNGKKLIPSW. The MHC is DRB3_0202 with pseudo-sequence DRB3_0202. The binding affinity (normalized) is 0.778. (4) The peptide sequence is YDKFLANVHTVLTGK. The MHC is DRB1_0101 with pseudo-sequence DRB1_0101. The binding affinity (normalized) is 0.806.